Dataset: Reaction yield outcomes from USPTO patents with 853,638 reactions. Task: Predict the reaction yield, written as a fraction of the theoretical maximum amount of product (1.0 means a 100% yield; for example, 0.34 means a 34% yield). (1) The reactants are C[Sn](C)(C)[C:3]1[C:11]2[C:6](=[CH:7][CH:8]=[CH:9][CH:10]=2)[N:5]([C:12]([O:14][C:15]([CH3:18])([CH3:17])[CH3:16])=[O:13])[N:4]=1.[Cl:21][C:22]1[N:27]=[C:26](Cl)[C:25]([Cl:29])=[CH:24][N:23]=1. The catalyst is C1(C)C=CC=CC=1.C1C=CC([P]([Pd]([P](C2C=CC=CC=2)(C2C=CC=CC=2)C2C=CC=CC=2)([P](C2C=CC=CC=2)(C2C=CC=CC=2)C2C=CC=CC=2)[P](C2C=CC=CC=2)(C2C=CC=CC=2)C2C=CC=CC=2)(C2C=CC=CC=2)C2C=CC=CC=2)=CC=1. The product is [Cl:21][C:22]1[N:27]=[C:26]([C:3]2[C:11]3[C:6](=[CH:7][CH:8]=[CH:9][CH:10]=3)[N:5]([C:12]([O:14][C:15]([CH3:18])([CH3:17])[CH3:16])=[O:13])[N:4]=2)[C:25]([Cl:29])=[CH:24][N:23]=1. The yield is 0.313. (2) The reactants are Br[C:2]1[CH:7]=[CH:6][C:5]([N:8]2[CH:12]=[CH:11][CH:10]=[N:9]2)=[CH:4][CH:3]=1.[CH2:13]([OH:16])[C:14]#[CH:15]. The catalyst is Cl[Pd](Cl)([P](C1C=CC=CC=1)(C1C=CC=CC=1)C1C=CC=CC=1)[P](C1C=CC=CC=1)(C1C=CC=CC=1)C1C=CC=CC=1.[Cu]I. The product is [N:8]1([C:5]2[CH:6]=[CH:7][C:2]([C:15]#[C:14][CH2:13][OH:16])=[CH:3][CH:4]=2)[CH:12]=[CH:11][CH:10]=[N:9]1. The yield is 0.370. (3) The product is [Br:1][C:2]1[C:14]([Cl:38])=[CH:13][C:12]([C:16](=[O:18])[NH2:17])=[C:11]2[C:3]=1[C:4]1[CH2:5][CH2:6][CH:7]([C:19]([O:21][CH2:22][CH3:23])=[O:20])[CH2:8][C:9]=1[NH:10]2. The yield is 0.780. No catalyst specified. The reactants are [Br:1][C:2]1[C:14](F)=[CH:13][C:12]([C:16](=[O:18])[NH2:17])=[C:11]2[C:3]=1[C:4]1[CH2:5][CH2:6][CH:7]([C:19]([O:21][CH2:22][CH3:23])=[O:20])[CH2:8][C:9]=1[NH:10]2.BrC1C([Cl:38])=CC(C(O)=O)=C2C=1C1CCC(C(OCC)=O)CC=1N2. (4) The reactants are [F:1][C:2]([F:7])([F:6])[C:3]([OH:5])=[O:4].[CH2:8]([S:10]([N:13]1[CH2:18][CH2:17][CH:16]([C:19]2[C:27]3[C:22](=[C:23]([C:43]([NH2:45])=[O:44])[CH:24]=[C:25]([C:28]4[CH:33]=[C:32]([CH2:34][NH:35][CH2:36][C@@H:37]5[CH2:41][CH2:40][CH2:39]O5)[CH:31]=[C:30]([F:42])[CH:29]=4)[CH:26]=3)[NH:21][CH:20]=2)[CH2:15][CH2:14]1)(=[O:12])=[O:11])[CH3:9].O1CCC[C@H:47]1CN. No catalyst specified. The product is [F:1][C:2]([F:7])([F:6])[C:3]([OH:5])=[O:4].[CH:37]1([CH2:36][NH:35][CH2:34][C:32]2[CH:33]=[C:28]([C:25]3[CH:26]=[C:27]4[C:22](=[C:23]([C:43]([NH2:45])=[O:44])[CH:24]=3)[NH:21][CH:20]=[C:19]4[CH:16]3[CH2:17][CH2:18][N:13]([S:10]([CH2:8][CH3:9])(=[O:12])=[O:11])[CH2:14][CH2:15]3)[CH:29]=[C:30]([F:42])[CH:31]=2)[CH2:47][CH2:39][CH2:40][CH2:41]1. The yield is 0.379. (5) The reactants are [N:1]1[C:10]2[C:5](=[CH:6][C:7]([C:11]([O:13][CH3:14])=[O:12])=[CH:8][CH:9]=2)[CH:4]=[CH:3][CH:2]=1.[C:15]([Mg]Cl)([CH3:18])([CH3:17])[CH3:16]. The catalyst is C1COCC1.[O-2].[O-2].[Mn+4]. The product is [C:15]([C:2]1[CH:3]=[CH:4][C:5]2[C:10](=[CH:9][CH:8]=[C:7]([C:11]([O:13][CH3:14])=[O:12])[CH:6]=2)[N:1]=1)([CH3:18])([CH3:17])[CH3:16]. The yield is 0.270. (6) The reactants are [F:1][C:2]1[CH:7]=[C:6]([O:8][CH2:9][CH:10]2[CH2:15][CH2:14][N:13]([CH2:16][C:17]3([C:21]([F:24])([F:23])[F:22])[CH2:20][CH2:19][CH2:18]3)[CH2:12][CH2:11]2)[CH:5]=[CH:4][C:3]=1[C:25]1[CH:30]=[CH:29][C:28]([C:31]([O:33]C)=[O:32])=[CH:27][CH:26]=1.O[Li].O. No catalyst specified. The product is [F:1][C:2]1[CH:7]=[C:6]([O:8][CH2:9][CH:10]2[CH2:11][CH2:12][N:13]([CH2:16][C:17]3([C:21]([F:23])([F:24])[F:22])[CH2:18][CH2:19][CH2:20]3)[CH2:14][CH2:15]2)[CH:5]=[CH:4][C:3]=1[C:25]1[CH:30]=[CH:29][C:28]([C:31]([OH:33])=[O:32])=[CH:27][CH:26]=1. The yield is 0.890. (7) The reactants are [OH:1][C:2]1[CH:7]=[CH:6][C:5]([C:8]2[O:9][C:10]3[C:16]([C:17]([CH3:19])=[CH2:18])=[CH:15][C:14]([OH:20])=[CH:13][C:11]=3[N:12]=2)=[CH:4][CH:3]=1. The catalyst is CCOC(C)=O.C(O)C.[Pd]. The product is [OH:1][C:2]1[CH:3]=[CH:4][C:5]([C:8]2[O:9][C:10]3[C:16]([CH:17]([CH3:18])[CH3:19])=[CH:15][C:14]([OH:20])=[CH:13][C:11]=3[N:12]=2)=[CH:6][CH:7]=1. The yield is 0.900. (8) The catalyst is C1COCC1. The yield is 0.600. The reactants are NC1C=CC(OC2N=CN=C(N)C=2)=C(F)C=1.FC1C=CC(CC(N=C=O)=O)=CC=1.COC1C=CC(C[NH:37][C:38]2[N:43]=[CH:42][N:41]=[C:40]([O:44][C:45]3[CH:50]=[CH:49][C:48]([NH:51][C:52]([NH:54][C:55](=[O:64])[CH2:56][C:57]4[CH:62]=[CH:61][C:60]([F:63])=[CH:59][CH:58]=4)=[O:53])=[CH:47][C:46]=3[F:65])[CH:39]=2)=CC=1. The product is [NH2:37][C:38]1[N:43]=[CH:42][N:41]=[C:40]([O:44][C:45]2[CH:50]=[CH:49][C:48]([NH:51][C:52]([NH:54][C:55](=[O:64])[CH2:56][C:57]3[CH:62]=[CH:61][C:60]([F:63])=[CH:59][CH:58]=3)=[O:53])=[CH:47][C:46]=2[F:65])[CH:39]=1.